Task: Predict the product of the given reaction.. Dataset: Forward reaction prediction with 1.9M reactions from USPTO patents (1976-2016) (1) Given the reactants C([O:4][CH2:5][CH2:6][CH2:7][S:8]([NH:11][C:12]([C:14]1[CH:19]=[CH:18][C:17]([C:20]2[CH:25]=[CH:24][C:23]([CH2:26][CH2:27][N:28](C(OC(C)(C)C)=O)[CH2:29][C@@H:30]([C:32]3[CH:37]=[CH:36][CH:35]=[C:34]([Cl:38])[CH:33]=3)[OH:31])=[CH:22][CH:21]=2)=[CH:16][C:15]=1[O:46][CH:47]1[CH2:52][CH2:51][CH2:50][CH2:49][CH2:48]1)=[O:13])(=[O:10])=[O:9])(=O)C, predict the reaction product. The product is: [ClH:38].[Cl:38][C:34]1[CH:33]=[C:32]([C@@H:30]([OH:31])[CH2:29][NH:28][CH2:27][CH2:26][C:23]2[CH:24]=[CH:25][C:20]([C:17]3[CH:18]=[CH:19][C:14]([C:12]([NH:11][S:8]([CH2:7][CH2:6][CH2:5][OH:4])(=[O:10])=[O:9])=[O:13])=[C:15]([O:46][CH:47]4[CH2:52][CH2:51][CH2:50][CH2:49][CH2:48]4)[CH:16]=3)=[CH:21][CH:22]=2)[CH:37]=[CH:36][CH:35]=1. (2) Given the reactants [C:1](Cl)(=[O:8])[C:2]1[CH:7]=[CH:6][CH:5]=[CH:4][CH:3]=1.[OH:10][CH:11]([CH2:33][O:34][C:35]([C:48]1[CH:53]=[CH:52][CH:51]=[CH:50][CH:49]=1)([C:42]1[CH:47]=[CH:46][CH:45]=[CH:44][CH:43]=1)[C:36]1[CH:41]=[CH:40][CH:39]=[CH:38][CH:37]=1)[CH2:12][NH:13][C:14](=[O:32])[CH2:15][CH2:16][CH2:17][CH2:18][CH2:19][CH2:20][CH2:21]/[CH:22]=[CH:23]\[CH2:24][CH2:25][CH2:26][CH2:27][CH2:28][CH2:29][CH2:30][CH3:31], predict the reaction product. The product is: [C:1]([O:10][CH:11]([CH2:33][O:34][C:35]([C:48]1[CH:49]=[CH:50][CH:51]=[CH:52][CH:53]=1)([C:42]1[CH:43]=[CH:44][CH:45]=[CH:46][CH:47]=1)[C:36]1[CH:41]=[CH:40][CH:39]=[CH:38][CH:37]=1)[CH2:12][NH:13][C:14](=[O:32])[CH2:15][CH2:16][CH2:17][CH2:18][CH2:19][CH2:20][CH2:21]/[CH:22]=[CH:23]\[CH2:24][CH2:25][CH2:26][CH2:27][CH2:28][CH2:29][CH2:30][CH3:31])(=[O:8])[C:2]1[CH:7]=[CH:6][CH:5]=[CH:4][CH:3]=1. (3) Given the reactants [CH2:1](O)[CH2:2][CH2:3][CH2:4][CH2:5][CH2:6][CH2:7][CH2:8][OH:9].[BrH:11].O.C(=O)(O)[O-].[Na+], predict the reaction product. The product is: [Br:11][CH2:1][CH2:2][CH2:3][CH2:4][CH2:5][CH2:6][CH2:7][CH2:8][OH:9]. (4) The product is: [C:14]([O:17][C:3]1[CH:4]=[CH:5][C:6]2[CH:9]=[C:10]([C:26](=[O:28])[CH3:25])[O:12][C:7]=2[CH:8]=1)(=[O:16])[CH3:15]. Given the reactants C([C:3]1[CH:8]=[CH:7][C:6]([CH2:9][C:10]([OH:12])=O)=[CH:5][C:4]=1O)=O.[C:14]([OH:17])(=[O:16])[CH3:15].C(=O)([O-])[O-].[K+].[K+].Cl[CH2:25][C:26](=[O:28])C, predict the reaction product. (5) Given the reactants [C:1]([C:5]1[CH:23]=[CH:22][C:8]([C:9]([NH:11][C:12]2[N:13]=[C:14]3[CH:19]=[CH:18][C:17](Cl)=[N:16][N:15]3[CH:21]=2)=[O:10])=[CH:7][CH:6]=1)([CH3:4])([CH3:3])[CH3:2].[Br:24][C:25]1[N:26]=[CH:27][NH:28][CH:29]=1.C(=O)([O-])[O-].[K+].[K+], predict the reaction product. The product is: [Br:24][C:25]1[N:26]=[CH:27][N:28]([C:17]2[CH:18]=[CH:19][C:14]3[N:15]([CH:21]=[C:12]([NH:11][C:9](=[O:10])[C:8]4[CH:22]=[CH:23][C:5]([C:1]([CH3:4])([CH3:3])[CH3:2])=[CH:6][CH:7]=4)[N:13]=3)[N:16]=2)[CH:29]=1.